From a dataset of Reaction yield outcomes from USPTO patents with 853,638 reactions. Predict the reaction yield, written as a fraction of the theoretical maximum amount of product (1.0 means a 100% yield; for example, 0.34 means a 34% yield). (1) The reactants are Cl[C:2]1[CH:10]=[CH:9][C:5]([C:6]([NH2:8])=[O:7])=[CH:4][N:3]=1.[CH2:11]([NH:18][CH2:19][CH2:20][C:21]1[CH:26]=[CH:25][C:24]([OH:27])=[CH:23][CH:22]=1)[C:12]1[CH:17]=[CH:16][CH:15]=[CH:14][CH:13]=1.C(=O)([O-])[O-].[K+].[K+].CC(N(C)C)=O. The catalyst is C(CC(C)(C)C)(C)C. The product is [CH2:11]([NH:18][CH2:19][CH2:20][C:21]1[CH:26]=[CH:25][C:24]([O:27][C:2]2[CH:10]=[CH:9][C:5]([C:6]([NH2:8])=[O:7])=[CH:4][N:3]=2)=[CH:23][CH:22]=1)[C:12]1[CH:13]=[CH:14][CH:15]=[CH:16][CH:17]=1. The yield is 0.830. (2) The catalyst is C(O)C. The yield is 0.520. The reactants are [N+:1]([C:4]1[CH:9]=[C:8]([N+:10]([O-])=O)[CH:7]=[CH:6][C:5]=1[S:13][CH2:14][C:15]([OH:17])=O)([O-])=O.O.O.[Sn](Cl)Cl. The product is [NH2:10][C:8]1[CH:7]=[CH:6][C:5]2[S:13][CH2:14][C:15](=[O:17])[NH:1][C:4]=2[CH:9]=1. (3) The reactants are CN(/C=[N:5]/[C:6]1[C:11]2[C:12]([C:15]3[CH:20]=[CH:19][C:18]([NH:21][C:22]([C:24]4[N:25]([CH3:33])[C:26]5[C:31]([CH:32]=4)=[CH:30][CH:29]=[CH:28][CH:27]=5)=[O:23])=[C:17]([O:34][CH3:35])[CH:16]=3)=[CH:13][S:14][C:10]=2[C:9]([NH:36][S:37]([C:40]2[S:41][CH:42]=[CH:43][CH:44]=2)(=[O:39])=[O:38])=[CH:8][N:7]=1)C.Cl. The catalyst is O1CCOCC1. The product is [NH2:5][C:6]1[C:11]2[C:12]([C:15]3[CH:20]=[CH:19][C:18]([NH:21][C:22]([C:24]4[N:25]([CH3:33])[C:26]5[C:31]([CH:32]=4)=[CH:30][CH:29]=[CH:28][CH:27]=5)=[O:23])=[C:17]([O:34][CH3:35])[CH:16]=3)=[CH:13][S:14][C:10]=2[C:9]([NH:36][S:37]([C:40]2[S:41][CH:42]=[CH:43][CH:44]=2)(=[O:38])=[O:39])=[CH:8][N:7]=1. The yield is 0.450. (4) The reactants are Cl[S:2]([C:5]1[CH:6]=[C:7]2[C:11](=[CH:12][CH:13]=1)[NH:10][C:9](=[O:14])[CH2:8]2)(=[O:4])=[O:3].[F:15][C:16]([F:25])([F:24])[C:17]1[CH:23]=[CH:22][C:20]([NH2:21])=[CH:19][CH:18]=1.C1C(N)=CC=C(S(C2C=CC(N)=CN=2)(=O)=O)C=1. The catalyst is ClCCl. The product is [F:15][C:16]([F:24])([F:25])[C:17]1[CH:18]=[CH:19][C:20]([NH:21][S:2]([C:5]2[CH:6]=[C:7]3[C:11](=[CH:12][CH:13]=2)[NH:10][C:9](=[O:14])[CH2:8]3)(=[O:4])=[O:3])=[CH:22][CH:23]=1. The yield is 0.370. (5) The reactants are [O:1]=[C:2]1[C:7]2[CH:8]=[CH:9][CH:10]=[CH:11][C:6]=2[S:5][C:4]([C:12]2[N:17]=[C:16]([CH2:18][CH2:19][C:20](O)=[O:21])[CH:15]=[CH:14][CH:13]=2)=[N:3]1.[C:23]([O:27][C:28](=[O:34])[C@@H:29]1[CH2:33][CH2:32][CH2:31][NH:30]1)([CH3:26])([CH3:25])[CH3:24].CCN=C=NCCCN(C)C.C1C=CC2N(O)N=NC=2C=1. The catalyst is CN(C)C=O. The product is [O:1]=[C:2]1[C:7]2[CH:8]=[CH:9][CH:10]=[CH:11][C:6]=2[S:5][C:4]([C:12]2[N:17]=[C:16]([CH2:18][CH2:19][C:20]([N:30]3[CH2:31][CH2:32][CH2:33][CH:29]3[C:28]([O:27][C:23]([CH3:26])([CH3:24])[CH3:25])=[O:34])=[O:21])[CH:15]=[CH:14][CH:13]=2)=[N:3]1. The yield is 0.780. (6) The reactants are [CH3:1][O:2][C:3]1[CH:8]=[CH:7][C:6]([CH2:9][C:10](Cl)=[O:11])=[CH:5][CH:4]=1.C(N(CC)CC)C.[C:20]1([SH:26])[CH:25]=[CH:24][CH:23]=[CH:22][CH:21]=1.CCCC(C)C.C(OCC)(=O)C. The catalyst is C1(C)C=CC=CC=1. The product is [CH3:1][O:2][C:3]1[CH:8]=[CH:7][C:6]([CH2:9][C:10](=[O:11])[S:26][C:20]2[CH:25]=[CH:24][CH:23]=[CH:22][CH:21]=2)=[CH:5][CH:4]=1. The yield is 0.970. (7) The reactants are [Br:1][C:2]1[CH:3]=[C:4]([CH:7]=[CH:8][C:9]=1F)[CH:5]=[O:6].[C:11]1([OH:17])[CH:16]=[CH:15][CH:14]=[CH:13][CH:12]=1.C(=O)([O-])[O-].[K+].[K+].O. The catalyst is CN(C)C=O. The product is [Br:1][C:2]1[CH:3]=[C:4]([CH:7]=[CH:8][C:9]=1[O:17][C:11]1[CH:16]=[CH:15][CH:14]=[CH:13][CH:12]=1)[CH:5]=[O:6]. The yield is 0.820. (8) The reactants are Br[C:2]1[CH:3]=[C:4]2[C:10]([CH:11]3[CH2:15][CH2:14][CH2:13][CH2:12]3)=[CH:9][NH:8][C:5]2=[N:6][CH:7]=1.[OH:16][C:17]1[CH:18]=[C:19](B(O)O)[CH:20]=[CH:21][CH:22]=1.C(=O)([O-])[O-].[Na+].[Na+].C(=O)(O)[O-].[Na+]. The catalyst is Cl[Pd-2](Cl)(P(C1C=CC=CC=1)(C1C=CC=CC=1)C1C=CC=CC=1)P(C1C=CC=CC=1)(C1C=CC=CC=1)C1C=CC=CC=1.ClCCl.C(#N)C. The product is [CH:11]1([C:10]2[C:4]3[C:5](=[N:6][CH:7]=[C:2]([C:21]4[CH:22]=[C:17]([OH:16])[CH:18]=[CH:19][CH:20]=4)[CH:3]=3)[NH:8][CH:9]=2)[CH2:15][CH2:14][CH2:13][CH2:12]1. The yield is 0.140.